This data is from NCI-60 drug combinations with 297,098 pairs across 59 cell lines. The task is: Regression. Given two drug SMILES strings and cell line genomic features, predict the synergy score measuring deviation from expected non-interaction effect. (1) Cell line: SNB-75. Synergy scores: CSS=9.56, Synergy_ZIP=1.56, Synergy_Bliss=-2.39, Synergy_Loewe=-1.37, Synergy_HSA=-2.33. Drug 1: C1CN(CCN1C(=O)CCBr)C(=O)CCBr. Drug 2: COCCOC1=C(C=C2C(=C1)C(=NC=N2)NC3=CC=CC(=C3)C#C)OCCOC.Cl. (2) Drug 1: CC1CCC2CC(C(=CC=CC=CC(CC(C(=O)C(C(C(=CC(C(=O)CC(OC(=O)C3CCCCN3C(=O)C(=O)C1(O2)O)C(C)CC4CCC(C(C4)OC)OCCO)C)C)O)OC)C)C)C)OC. Drug 2: CCC1(C2=C(COC1=O)C(=O)N3CC4=CC5=C(C=CC(=C5CN(C)C)O)N=C4C3=C2)O.Cl. Cell line: EKVX. Synergy scores: CSS=17.6, Synergy_ZIP=-1.35, Synergy_Bliss=2.27, Synergy_Loewe=-1.02, Synergy_HSA=2.08. (3) Drug 1: CC1=C(N=C(N=C1N)C(CC(=O)N)NCC(C(=O)N)N)C(=O)NC(C(C2=CN=CN2)OC3C(C(C(C(O3)CO)O)O)OC4C(C(C(C(O4)CO)O)OC(=O)N)O)C(=O)NC(C)C(C(C)C(=O)NC(C(C)O)C(=O)NCCC5=NC(=CS5)C6=NC(=CS6)C(=O)NCCC[S+](C)C)O. Drug 2: CCCCC(=O)OCC(=O)C1(CC(C2=C(C1)C(=C3C(=C2O)C(=O)C4=C(C3=O)C=CC=C4OC)O)OC5CC(C(C(O5)C)O)NC(=O)C(F)(F)F)O. Cell line: UO-31. Synergy scores: CSS=38.0, Synergy_ZIP=3.58, Synergy_Bliss=9.50, Synergy_Loewe=-2.49, Synergy_HSA=7.05. (4) Drug 1: CCC1(CC2CC(C3=C(CCN(C2)C1)C4=CC=CC=C4N3)(C5=C(C=C6C(=C5)C78CCN9C7C(C=CC9)(C(C(C8N6C=O)(C(=O)OC)O)OC(=O)C)CC)OC)C(=O)OC)O.OS(=O)(=O)O. Drug 2: CC12CCC3C(C1CCC2OP(=O)(O)O)CCC4=C3C=CC(=C4)OC(=O)N(CCCl)CCCl.[Na+]. Cell line: NCI-H322M. Synergy scores: CSS=13.7, Synergy_ZIP=-1.99, Synergy_Bliss=3.13, Synergy_Loewe=3.59, Synergy_HSA=2.86. (5) Drug 1: CC12CCC(CC1=CCC3C2CCC4(C3CC=C4C5=CN=CC=C5)C)O. Drug 2: C1C(C(OC1N2C=NC3=C2NC=NCC3O)CO)O. Cell line: HT29. Synergy scores: CSS=8.14, Synergy_ZIP=1.66, Synergy_Bliss=0.971, Synergy_Loewe=-5.79, Synergy_HSA=-1.62.